The task is: Predict the reactants needed to synthesize the given product.. This data is from Full USPTO retrosynthesis dataset with 1.9M reactions from patents (1976-2016). (1) Given the product [F:29][C:11]1[CH:12]=[C:13]([O:17][C@@H:18]2[CH2:22][CH2:21][CH2:20][C@H:19]2[C:23]2[N:27]([CH3:28])[N:26]=[CH:25][CH:24]=2)[C:14]([F:16])=[CH:15][C:10]=1[S:7]([NH:6][C:30]1[CH:35]=[CH:34][N:33]=[CH:32][N:31]=1)(=[O:8])=[O:9], predict the reactants needed to synthesize it. The reactants are: COC1C=C(OC)C=CC=1C[N:6]([C:30]1[CH:35]=[CH:34][N:33]=[CH:32][N:31]=1)[S:7]([C:10]1[CH:15]=[C:14]([F:16])[C:13]([O:17][C@@H:18]2[CH2:22][CH2:21][CH2:20][C@H:19]2[C:23]2[N:27]([CH3:28])[N:26]=[CH:25][CH:24]=2)=[CH:12][C:11]=1[F:29])(=[O:9])=[O:8].C([SiH](CC)CC)C.FC(F)(F)C(O)=O. (2) Given the product [CH3:1][C:2](=[CH:7][CH2:8][CH2:9][CH:10]([CH3:13])[CH:11]=[CH2:12])[CH2:3][CH2:4][CH:5]=[N:14][OH:15], predict the reactants needed to synthesize it. The reactants are: [CH3:1][C:2](=[CH:7][CH2:8][CH2:9][CH:10]([CH3:13])[CH:11]=[CH2:12])[CH2:3][CH2:4][CH:5]=O.[NH2:14][OH:15].